Dataset: Peptide-MHC class I binding affinity with 185,985 pairs from IEDB/IMGT. Task: Regression. Given a peptide amino acid sequence and an MHC pseudo amino acid sequence, predict their binding affinity value. This is MHC class I binding data. (1) The binding affinity (normalized) is 0.936. The peptide sequence is VLDEPSIGL. The MHC is HLA-C05:01 with pseudo-sequence HLA-C05:01. (2) The binding affinity (normalized) is 0.245. The MHC is HLA-A32:01 with pseudo-sequence HLA-A32:01. The peptide sequence is FSLPFPFLYKFLL. (3) The peptide sequence is QLFKPLTKK. The binding affinity (normalized) is 0.169. The MHC is HLA-A30:01 with pseudo-sequence HLA-A30:01. (4) The peptide sequence is ILSDDAVVCY. The MHC is HLA-A29:02 with pseudo-sequence HLA-A29:02. The binding affinity (normalized) is 0.467. (5) The peptide sequence is HTIENTSANL. The MHC is HLA-A26:01 with pseudo-sequence HLA-A26:01. The binding affinity (normalized) is 0.00202. (6) The peptide sequence is ITAGYNRYY. The MHC is HLA-B40:01 with pseudo-sequence HLA-B40:01. The binding affinity (normalized) is 0.0847. (7) The peptide sequence is TMHQDVATF. The MHC is HLA-A23:01 with pseudo-sequence HLA-A23:01. The binding affinity (normalized) is 0.695.